This data is from Reaction yield outcomes from USPTO patents with 853,638 reactions. The task is: Predict the reaction yield, written as a fraction of the theoretical maximum amount of product (1.0 means a 100% yield; for example, 0.34 means a 34% yield). The reactants are [C:1]([NH:8][C@H:9]([C:13](O)=[O:14])[CH2:10][CH2:11][CH3:12])([O:3][C:4]([CH3:7])([CH3:6])[CH3:5])=[O:2].CO. The catalyst is O1CCCC1. The product is [C:1]([NH:8][C@H:9]([CH2:13][OH:14])[CH2:10][CH2:11][CH3:12])([O:3][C:4]([CH3:5])([CH3:7])[CH3:6])=[O:2]. The yield is 0.960.